From a dataset of Catalyst prediction with 721,799 reactions and 888 catalyst types from USPTO. Predict which catalyst facilitates the given reaction. (1) Reactant: C([Si](C(C)C)(C(C)C)[O:5][C:6]([C:9]1[O:10][C:11]2[CH:17]=[CH:16][CH:15]=[CH:14][C:12]=2[CH:13]=1)=[CH:7][Cl:8])(C)C. Product: [Cl:8][CH2:7][C:6]([C:9]1[O:10][C:11]2[CH:17]=[CH:16][CH:15]=[CH:14][C:12]=2[CH:13]=1)=[O:5]. The catalyst class is: 23. (2) Reactant: [C@:1]12(CS([O-])(=O)=O)[C:8]([CH3:10])([CH3:9])C(CC1)CC2=O.[C:16](=O)([O-])[O-:17].[K+].[K+].[C:22]([O:25][CH2:26][CH3:27])(=[O:24])[CH3:23]. Product: [CH3:10][C:8]([O:17][CH3:16])([CH3:1])[CH3:9].[CH3:27][CH2:26][O:25][C:22]([CH3:23])=[O:24]. The catalyst class is: 6. (3) Reactant: [Cl:1][C:2]1[CH:8]=[CH:7][C:6]([N+:9]([O-:11])=[O:10])=[CH:5][C:3]=1[NH2:4].[F:12][C:13]([F:24])([F:23])[C:14](O[C:14](=[O:15])[C:13]([F:24])([F:23])[F:12])=[O:15].C(N(CC)CC)C. Product: [Cl:1][C:2]1[CH:8]=[CH:7][C:6]([N+:9]([O-:11])=[O:10])=[CH:5][C:3]=1[NH:4][C:14](=[O:15])[C:13]([F:24])([F:23])[F:12]. The catalyst class is: 2. (4) The catalyst class is: 9. Reactant: [H-].[Na+].[C:3](OCC)(=[O:5])[CH3:4].[CH3:9][C:10]([C:12]1[CH:17]=[CH:16][C:15]([Cl:18])=[CH:14][CH:13]=1)=[O:11].Cl. Product: [Cl:18][C:15]1[CH:16]=[CH:17][C:12]([C:10](=[O:11])[CH2:9][C:3](=[O:5])[CH3:4])=[CH:13][CH:14]=1. (5) Reactant: Cl[C:2]1[CH:7]=[CH:6][NH:5][C:4](=[O:8])[C:3]=1[C:9]1[NH:27][C:12]2=[CH:13][C:14]3[C:15](=[O:26])[N:16]([CH2:21][CH2:22][N:23]([CH3:25])[CH3:24])[C:17](=[O:20])[C:18]=3[CH:19]=[C:11]2[N:10]=1.[F:28][C:29]1[CH:30]=[CH:31][C:32]([CH3:39])=[C:33]([CH2:35][C@@H:36]([NH2:38])[CH3:37])[CH:34]=1.C(N(CC)C(C)C)(C)C. Product: [F:28][C:29]1[CH:30]=[CH:31][C:32]([CH3:39])=[C:33]([CH2:35][CH:36]([NH:38][C:2]2[CH:7]=[CH:6][NH:5][C:4](=[O:8])[C:3]=2[C:9]2[NH:27][C:12]3=[CH:13][C:14]4[C:15](=[O:26])[N:16]([CH2:21][CH2:22][N:23]([CH3:25])[CH3:24])[C:17](=[O:20])[C:18]=4[CH:19]=[C:11]3[N:10]=2)[CH3:37])[CH:34]=1. The catalyst class is: 51. (6) Reactant: [F:1][C:2]([F:24])([F:23])[C:3]1[CH:22]=[CH:21][C:6]([CH2:7][N:8]2[C:16]3[C:11](=[CH:12][CH:13]=[CH:14][C:15]=3[C:17]([O:19]C)=[O:18])[CH:10]=[CH:9]2)=[CH:5][CH:4]=1.[OH-].[K+]. Product: [F:23][C:2]([F:1])([F:24])[C:3]1[CH:22]=[CH:21][C:6]([CH2:7][N:8]2[C:16]3[C:11](=[CH:12][CH:13]=[CH:14][C:15]=3[C:17]([OH:19])=[O:18])[CH:10]=[CH:9]2)=[CH:5][CH:4]=1. The catalyst class is: 36.